Dataset: Forward reaction prediction with 1.9M reactions from USPTO patents (1976-2016). Task: Predict the product of the given reaction. (1) Given the reactants C(OC([N:8]1[CH2:13][CH2:12][C:11]([CH2:21][OH:22])([CH2:14][NH:15][CH2:16][C:17]([F:20])([F:19])[F:18])[CH2:10][CH2:9]1)=O)(C)(C)C.Cl, predict the reaction product. The product is: [F:20][C:17]([F:18])([F:19])[CH2:16][NH:15][CH2:14][C:11]1([CH2:21][OH:22])[CH2:10][CH2:9][NH:8][CH2:13][CH2:12]1. (2) Given the reactants [C:1](=[O:16])([S:3][CH2:4][CH2:5][CH2:6][N:7](C(OC(C)(C)C)=O)[CH3:8])[CH3:2].[ClH:17], predict the reaction product. The product is: [ClH:17].[C:1](=[O:16])([S:3][CH2:4][CH2:5][CH2:6][NH:7][CH3:8])[CH3:2]. (3) Given the reactants C([Li])CCC.[N:6]1([C:11]2[CH:31]=[CH:30][C:14]([CH2:15][C:16]3[C:17]([O:28][CH3:29])=[N:18][C:19]4[C:24]([C:25]=3[Cl:26])=[CH:23][C:22](Br)=[CH:21][CH:20]=4)=[CH:13][CH:12]=2)[CH:10]=[CH:9][CH:8]=[N:7]1.[CH3:32][N:33]1[C:37]([CH:38]=[O:39])=[CH:36][N:35]=[C:34]1[CH3:40].O, predict the reaction product. The product is: [N:6]1([C:11]2[CH:31]=[CH:30][C:14]([CH2:15][C:16]3[C:17]([O:28][CH3:29])=[N:18][C:19]4[C:24]([C:25]=3[Cl:26])=[CH:23][C:22]([CH:38]([C:37]3[N:33]([CH3:32])[C:34]([CH3:40])=[N:35][CH:36]=3)[OH:39])=[CH:21][CH:20]=4)=[CH:13][CH:12]=2)[CH:10]=[CH:9][CH:8]=[N:7]1. (4) Given the reactants CC(C)([O-])C.[K+].[CH:7]([O:10][C:11]1[CH:16]=[CH:15][CH:14]=[CH:13][C:12]=1[OH:17])([CH3:9])[CH3:8].[CH2:18]([O:20][C:21](=[O:26])[CH:22]=[C:23](Cl)[CH3:24])[CH3:19], predict the reaction product. The product is: [CH2:18]([O:20][C:21](=[O:26])/[CH:22]=[C:23](/[O:17][C:12]1[CH:13]=[CH:14][CH:15]=[CH:16][C:11]=1[O:10][CH:7]([CH3:9])[CH3:8])\[CH3:24])[CH3:19]. (5) Given the reactants C(O[C:6]([N:8]1[C@H:17]([C:18](=[O:40])[NH:19][C@H:20]([C:36]([O:38]C)=[O:37])[CH2:21][C:22]2[CH:27]=[CH:26][C:25]([C:28]3[CH:33]=[CH:32][N:31]=[C:30]([CH3:34])[C:29]=3[CH3:35])=[CH:24][CH:23]=2)[CH2:16][C:15]2[CH:14]=[C:13]3[O:41][CH2:42][C@H:43]([C:45]4[CH:50]=[CH:49][C:48]([OH:51])=[CH:47][CH:46]=4)[O:44][C:12]3=[CH:11][C:10]=2[CH2:9]1)=[O:7])(C)(C)C.[Cl:52][C:53]1[CH:58]=[CH:57][C:56]([CH2:59][CH2:60]O)=[CH:55][CH:54]=1.C1(P(C2C=CC=CC=2)C2C=CC=CC=2)C=CC=CC=1.CC(OC(/N=N/C(OC(C)C)=O)=O)C.[N:95]([C@@H:98]([C:100]1[CH:105]=[CH:104][CH:103]=[CH:102][CH:101]=1)[CH3:99])=C=O, predict the reaction product. The product is: [Cl:52][C:53]1[CH:58]=[CH:57][C:56]([CH2:59][CH2:60][O:51][C:48]2[CH:49]=[CH:50][C:45]([C@H:43]3[CH2:42][O:41][C:13]4=[CH:14][C:15]5[CH2:16][C@@H:17]([C:18]([NH:19][C@@H:20]([CH2:21][C:22]6[CH:27]=[CH:26][C:25]([C:28]7[CH:33]=[CH:32][N:31]=[C:30]([CH3:34])[C:29]=7[CH3:35])=[CH:24][CH:23]=6)[C:36]([OH:38])=[O:37])=[O:40])[N:8]([C:6](=[O:7])[NH:95][C@@H:98]([C:100]6[CH:105]=[CH:104][CH:103]=[CH:102][CH:101]=6)[CH3:99])[CH2:9][C:10]=5[CH:11]=[C:12]4[O:44]3)=[CH:46][CH:47]=2)=[CH:55][CH:54]=1. (6) Given the reactants Cl[C:2]1[N:3]=[C:4]([N:11]2[CH2:16][CH2:15][O:14][CH2:13][CH2:12]2)[C:5]2[S:10][CH:9]=[CH:8][C:6]=2[N:7]=1.[CH3:17][C:18]1[C:23](B2OC(C)(C)C(C)(C)O2)=[CH:22][N:21]=[C:20]([NH2:33])[N:19]=1, predict the reaction product. The product is: [CH3:17][C:18]1[C:23]([C:2]2[N:3]=[C:4]([N:11]3[CH2:16][CH2:15][O:14][CH2:13][CH2:12]3)[C:5]3[S:10][CH:9]=[CH:8][C:6]=3[N:7]=2)=[CH:22][N:21]=[C:20]([NH2:33])[N:19]=1. (7) Given the reactants [Cl:1][C:2]1[CH:3]=[C:4]([N:20]2[C:25](=[O:26])[NH:24][C:23](=[O:27])[CH:22]=[N:21]2)[CH:5]=[C:6]([Cl:19])[C:7]=1[O:8][C:9]1[CH:14]=[CH:13][C:12]([O:15]C)=[C:11]([CH:17]=[O:18])[CH:10]=1.B(Cl)(Cl)Cl.C(OCC)(=O)C, predict the reaction product. The product is: [Cl:1][C:2]1[CH:3]=[C:4]([N:20]2[C:25](=[O:26])[NH:24][C:23](=[O:27])[CH:22]=[N:21]2)[CH:5]=[C:6]([Cl:19])[C:7]=1[O:8][C:9]1[CH:14]=[CH:13][C:12]([OH:15])=[C:11]([CH:17]=[O:18])[CH:10]=1.